Dataset: Catalyst prediction with 721,799 reactions and 888 catalyst types from USPTO. Task: Predict which catalyst facilitates the given reaction. (1) Reactant: C(=O)([O-])[O-].[K+].[K+].[I-].[Na+].[N+:9]([C:12]1[CH:17]=[CH:16][C:15]([C:18]2[CH2:19][CH2:20][NH:21][CH2:22][CH:23]=2)=[CH:14][CH:13]=1)([O-:11])=[O:10].Cl[CH2:25][CH2:26][C@@H:27]([O:34][C:35]1[CH:40]=[CH:39][C:38]([O:41][CH3:42])=[C:37]([O:43][CH3:44])[CH:36]=1)[C:28]1[CH:33]=[CH:32][CH:31]=[CH:30][CH:29]=1. Product: [CH3:44][O:43][C:37]1[CH:36]=[C:35]([CH:40]=[CH:39][C:38]=1[O:41][CH3:42])[O:34][C@@H:27]([C:28]1[CH:33]=[CH:32][CH:31]=[CH:30][CH:29]=1)[CH2:26][CH2:25][N:21]1[CH2:20][CH:19]=[C:18]([C:15]2[CH:16]=[CH:17][C:12]([N+:9]([O-:11])=[O:10])=[CH:13][CH:14]=2)[CH2:23][CH2:22]1. The catalyst class is: 18. (2) Reactant: [NH2:1][C:2]1[C:11]([C:12]([NH:14][C@@H:15]([CH:20]2[CH2:25][CH2:24][CH2:23][CH2:22][CH2:21]2)[C:16]([O:18][CH3:19])=[O:17])=[O:13])=[CH:10][C:9]2[C:4](=[CH:5][CH:6]=[CH:7][CH:8]=2)[N:3]=1.C(N(CC)CC)C.[CH3:33][C:34]1[CH:39]=[C:38]([CH3:40])[CH:37]=[C:36]([CH3:41])[C:35]=1[N:42]=[C:43]=[O:44]. Product: [CH:20]1([C@H:15]([NH:14][C:12]([C:11]2[C:2]([NH:1][C:43]([NH:42][C:35]3[C:34]([CH3:33])=[CH:39][C:38]([CH3:40])=[CH:37][C:36]=3[CH3:41])=[O:44])=[N:3][C:4]3[C:9]([CH:10]=2)=[CH:8][CH:7]=[CH:6][CH:5]=3)=[O:13])[C:16]([O:18][CH3:19])=[O:17])[CH2:25][CH2:24][CH2:23][CH2:22][CH2:21]1. The catalyst class is: 18. (3) Reactant: [Br:1][C:2]1[N:7]=[C:6]([C@@H:8]([NH:17][C:18](=[O:24])[O:19]C(C)(C)C)[C@H:9](O)[C:10]2[CH:15]=[CH:14][CH:13]=[CH:12][CH:11]=2)[C:5]([F:25])=[CH:4][CH:3]=1.C(N1C=CN=C1)(N1C=CN=C1)=O. Product: [Br:1][C:2]1[N:7]=[C:6]([C@@H:8]2[C@@H:9]([C:10]3[CH:11]=[CH:12][CH:13]=[CH:14][CH:15]=3)[O:19][C:18](=[O:24])[NH:17]2)[C:5]([F:25])=[CH:4][CH:3]=1. The catalyst class is: 55. (4) Reactant: Br[C:2]1[CH:7]=[C:6]([Br:8])[N:5]=[C:4]([CH3:9])[C:3]=1[OH:10].C([Li])CCC.CCCCCC. Product: [Br:8][C:6]1[N:5]=[C:4]([CH3:9])[C:3]([OH:10])=[CH:2][CH:7]=1. The catalyst class is: 7. (5) Reactant: [O:1]=[C:2]1[CH2:27][C:6]2[S:7][C:8]([NH:13][C:14]([NH:16][C:17]3[CH:22]=[CH:21][C:20]([C:23]([F:26])([F:25])[F:24])=[CH:19][CH:18]=3)=[O:15])=[C:9]([C:10]([NH2:12])=[O:11])[C:5]=2[CH2:4][CH2:3]1.C(O)(=O)C. Product: [OH:1][C:2]1[CH:3]=[CH:4][C:5]2[C:9]([C:10]([NH2:12])=[O:11])=[C:8]([NH:13][C:14]([NH:16][C:17]3[CH:18]=[CH:19][C:20]([C:23]([F:26])([F:24])[F:25])=[CH:21][CH:22]=3)=[O:15])[S:7][C:6]=2[CH:27]=1. The catalyst class is: 386. (6) Reactant: [C:1]([CH2:3][C:4]([OH:6])=O)#[N:2].CN(C(ON1N=N[C:17]2[CH:18]=[CH:19][CH:20]=N[C:16]1=2)=[N+](C)C)C.F[P-](F)(F)(F)(F)F.O[C:32]([C:34](F)(F)F)=O.C([CH:45]([C:56]1[CH:80]=[CH:79][C:59]2[N:60](C3CCCNC3)[C:61]([NH:63][C:64](=[O:72])[C:65]3[CH:70]=[CH:69][C:68]([Cl:71])=[CH:67][CH:66]=3)=[N:62][C:58]=2[CH:57]=1)[N:46]([C@H:50]([C:52]([CH3:55])([CH3:54])[CH3:53])[CH3:51])[C:47](=[O:49])[OH:48])C1C=CC=CC=1.CC[N:83]([CH:87]([CH3:89])C)[CH:84]([CH3:86])C.[CH3:90]N(C=O)C. Product: [CH2:16]([O:48][C:47](=[O:49])[N:46]([CH2:45][C:56]1[CH:80]=[CH:79][C:59]2[N:60]([CH:89]3[CH2:90][CH2:86][CH2:84][N:83]([C:4](=[O:6])[CH2:3][C:1]#[N:2])[CH2:87]3)[C:61]([NH:63][C:64](=[O:72])[C:65]3[CH:70]=[CH:69][C:68]([Cl:71])=[CH:67][CH:66]=3)=[N:62][C:58]=2[CH:57]=1)[C@H:50]([C:52]([CH3:55])([CH3:54])[CH3:53])[CH3:51])[C:17]1[CH:34]=[CH:32][CH:20]=[CH:19][CH:18]=1. The catalyst class is: 6.